This data is from Reaction yield outcomes from USPTO patents with 853,638 reactions. The task is: Predict the reaction yield, written as a fraction of the theoretical maximum amount of product (1.0 means a 100% yield; for example, 0.34 means a 34% yield). (1) The reactants are [CH3:1][C:2]1[C:10]2[C:5](=[N:6][CH:7]=[CH:8][CH:9]=2)[NH:4][N:3]=1.[CH3:11][C:12]([O:15][C:16](O[C:16]([O:15][C:12]([CH3:14])([CH3:13])[CH3:11])=[O:17])=[O:17])([CH3:14])[CH3:13].CCN(CC)CC. The catalyst is CCOC(C)=O.CN(C1C=CN=CC=1)C. The product is [CH3:1][C:2]1[C:10]2[C:5](=[N:6][CH:7]=[CH:8][CH:9]=2)[N:4]([C:16]([O:15][C:12]([CH3:14])([CH3:13])[CH3:11])=[O:17])[N:3]=1. The yield is 0.455. (2) The product is [O:12]1[CH2:13][CH:14]=[C:9]([C:17]2[C:25]3[C:20](=[CH:21][CH:22]=[C:23]([N+:26]([O-:28])=[O:27])[CH:24]=3)[N:19]([C:29]([C:42]3[CH:47]=[CH:46][CH:45]=[CH:44][CH:43]=3)([C:30]3[CH:31]=[CH:32][CH:33]=[CH:34][CH:35]=3)[C:36]3[CH:41]=[CH:40][CH:39]=[CH:38][CH:37]=3)[N:18]=2)[CH2:10][CH2:11]1. The yield is 0.640. The reactants are CC1(C)C(C)(C)OB([C:9]2[CH2:10][CH2:11][O:12][CH2:13][CH:14]=2)O1.Br[C:17]1[C:25]2[C:20](=[CH:21][CH:22]=[C:23]([N+:26]([O-:28])=[O:27])[CH:24]=2)[N:19]([C:29]([C:42]2[CH:47]=[CH:46][CH:45]=[CH:44][CH:43]=2)([C:36]2[CH:41]=[CH:40][CH:39]=[CH:38][CH:37]=2)[C:30]2[CH:35]=[CH:34][CH:33]=[CH:32][CH:31]=2)[N:18]=1.P([O-])([O-])([O-])=O.[K+].[K+].[K+]. The catalyst is O1CCOCC1.C1C=CC(P(C2C=CC=CC=2)[C-]2C=CC=C2)=CC=1.C1C=CC(P(C2C=CC=CC=2)[C-]2C=CC=C2)=CC=1.Cl[Pd]Cl.[Fe+2]. (3) The reactants are [CH2:1]([N:12]1[C:20](=[O:21])[C:19]2[C:14](=[CH:15][CH:16]=[CH:17][CH:18]=2)[C:13]1=[O:22])[CH2:2][CH2:3][CH2:4][CH2:5][CH2:6][CH2:7][CH2:8]CC=C.[Mn]([O-])(=O)(=O)=O.[K+].S(=O)(O)[O-].[Na+].[C:34]([OH:37])(=[O:36])[CH3:35]. The catalyst is CCCCCCCC[N+](CCCCCCCC)(CCCCCCCC)C.[Cl-].CCCCCC.O. The product is [O:22]=[C:13]1[C:14]2[C:19](=[CH:18][CH:17]=[CH:16][CH:15]=2)[C:20](=[O:21])[N:12]1[CH2:1][CH2:2][CH2:3][CH2:4][CH2:5][CH2:6][CH2:7][CH2:8][CH2:35][C:34]([OH:37])=[O:36]. The yield is 0.610. (4) The reactants are [OH:1][CH:2]1[CH2:7][CH2:6][CH:5]([NH:8][C:9](=[O:15])[O:10][C:11]([CH3:14])([CH3:13])[CH3:12])[CH2:4][CH2:3]1.C(N(CC)CC)C.[CH3:23][S:24](Cl)(=[O:26])=[O:25].O. The catalyst is ClCCl. The product is [CH3:23][S:24]([O:1][CH:2]1[CH2:7][CH2:6][CH:5]([NH:8][C:9](=[O:15])[O:10][C:11]([CH3:12])([CH3:14])[CH3:13])[CH2:4][CH2:3]1)(=[O:26])=[O:25]. The yield is 0.580. (5) The reactants are [CH2:1]([O:3][C:4](=[O:23])[CH2:5][N:6]1[C:14]2[C:9](=[CH:10][C:11]([O:15][Si](C(C)(C)C)(C)C)=[CH:12][CH:13]=2)[CH:8]=[CH:7]1)[CH3:2].O.[F-].C([N+](CCCC)(CCCC)CCCC)CCC. The catalyst is C1COCC1.C(OCC)C. The product is [CH2:1]([O:3][C:4](=[O:23])[CH2:5][N:6]1[C:14]2[C:9](=[CH:10][C:11]([OH:15])=[CH:12][CH:13]=2)[CH:8]=[CH:7]1)[CH3:2]. The yield is 0.830. (6) The reactants are N(C(OCC)=O)=NC(OCC)=O.[CH3:13][O:14][C:15]1[CH:27]=[CH:26][C:18]([CH2:19][O:20][C:21]([CH3:25])([CH3:24])[CH2:22][OH:23])=[CH:17][CH:16]=1.[C:28]1(O)[CH:33]=[CH:32][CH:31]=[CH:30][CH:29]=1.C1(P(C2C=CC=CC=2)C2C=CC=CC=2)C=CC=CC=1. The catalyst is C1(C)C=CC=CC=1. The product is [CH3:24][C:21]([CH3:25])([O:20][CH2:19][C:18]1[CH:26]=[CH:27][C:15]([O:14][CH3:13])=[CH:16][CH:17]=1)[CH2:22][O:23][C:28]1[CH:33]=[CH:32][CH:31]=[CH:30][CH:29]=1. The yield is 0.540. (7) The reactants are [Si:1]([O:8][CH2:9][C@@H:10]1[C@H:14]2[O:15][C:16]([CH3:19])([CH3:18])[O:17][C@H:13]2[C@@H:12]([OH:20])[C:11]1=[CH2:21])([C:4]([CH3:7])([CH3:6])[CH3:5])([CH3:3])[CH3:2].[CH2:22]([Zn]CC)C.ICI. The catalyst is CCOCC. The product is [Si:1]([O:8][CH2:9][C@H:10]1[C:11]2([CH2:22][CH2:21]2)[C@H:12]([OH:20])[C@@H:13]2[O:17][C:16]([CH3:19])([CH3:18])[O:15][C@H:14]12)([C:4]([CH3:7])([CH3:6])[CH3:5])([CH3:2])[CH3:3]. The yield is 0.930. (8) The reactants are Br[C:2]1[C:7]([CH2:8][O:9][Si:10]([C:13]([CH3:16])([CH3:15])[CH3:14])([CH3:12])[CH3:11])=[CH:6][CH:5]=[CH:4][N:3]=1.[CH3:17][N:18](C=O)C. The catalyst is [C-]#N.[C-]#N.[Zn+2].C1C=CC([P]([Pd]([P](C2C=CC=CC=2)(C2C=CC=CC=2)C2C=CC=CC=2)([P](C2C=CC=CC=2)(C2C=CC=CC=2)C2C=CC=CC=2)[P](C2C=CC=CC=2)(C2C=CC=CC=2)C2C=CC=CC=2)(C2C=CC=CC=2)C2C=CC=CC=2)=CC=1. The product is [Si:10]([O:9][CH2:8][C:7]1[C:2]([C:17]#[N:18])=[N:3][CH:4]=[CH:5][CH:6]=1)([C:13]([CH3:16])([CH3:15])[CH3:14])([CH3:12])[CH3:11]. The yield is 0.820. (9) The reactants are [CH2:1]([O:3][CH:4]([O:22][CH2:23][CH3:24])[C:5]1[CH:10]=[CH:9][C:8]([C:11]#[C:12][CH2:13][NH:14][C:15]2[CH:20]=[CH:19][C:18]([F:21])=[CH:17][CH:16]=2)=[CH:7][CH:6]=1)[CH3:2].CC1(C)C2CC1CCC2NS(C1C=CC(C#CCCO)=CC=1)(=O)=O. No catalyst specified. The product is [CH2:1]([O:3][CH:4]([O:22][CH2:23][CH3:24])[C:5]1[CH:6]=[CH:7][C:8]([CH2:11][CH2:12][CH2:13][NH:14][C:15]2[CH:16]=[CH:17][C:18]([F:21])=[CH:19][CH:20]=2)=[CH:9][CH:10]=1)[CH3:2]. The yield is 0.960. (10) The reactants are [CH2:1]([C:3]1[N:4]([C:28]2[CH:33]=[CH:32][C:31]([OH:34])=[CH:30][CH:29]=2)[C:5](=[O:27])[C:6]([CH2:12][C:13]2[CH:18]=[CH:17][C:16]([C:19]3[C:20]([C:25]#[N:26])=[CH:21][CH:22]=[CH:23][CH:24]=3)=[CH:15][CH:14]=2)=[C:7]([CH2:9][CH2:10][CH3:11])[N:8]=1)[CH3:2].[F:35][C:36]1([F:43])[CH2:41][CH2:40][CH:39](O)[CH2:38][CH2:37]1.N(C(OC(C)C)=O)=NC(OC(C)C)=O.C1(P(C2C=CC=CC=2)C2C=CC=CC=2)C=CC=CC=1. The catalyst is C(OCC)(=O)C.O1CCCC1. The product is [F:35][C:36]1([F:43])[CH2:41][CH2:40][CH:39]([O:34][C:31]2[CH:32]=[CH:33][C:28]([N:4]3[C:5](=[O:27])[C:6]([CH2:12][C:13]4[CH:18]=[CH:17][C:16]([C:19]5[C:20]([C:25]#[N:26])=[CH:21][CH:22]=[CH:23][CH:24]=5)=[CH:15][CH:14]=4)=[C:7]([CH2:9][CH2:10][CH3:11])[N:8]=[C:3]3[CH2:1][CH3:2])=[CH:29][CH:30]=2)[CH2:38][CH2:37]1. The yield is 0.860.